This data is from Full USPTO retrosynthesis dataset with 1.9M reactions from patents (1976-2016). The task is: Predict the reactants needed to synthesize the given product. (1) Given the product [CH:1]1([C:4]2[N:5]=[CH:6][C:7]([C:15]([N:23]3[CH2:24][C:20]([F:28])([F:19])[CH2:21][C@H:22]3[C:25]([NH2:27])=[O:26])=[O:17])=[N:8][C:9]=2[O:10][CH2:11][CH:12]2[CH2:13][CH2:14]2)[CH2:2][CH2:3]1, predict the reactants needed to synthesize it. The reactants are: [CH:1]1([C:4]2[N:5]=[CH:6][C:7]([C:15]([OH:17])=O)=[N:8][C:9]=2[O:10][CH2:11][CH:12]2[CH2:14][CH2:13]2)[CH2:3][CH2:2]1.Cl.[F:19][C:20]1([F:28])[CH2:24][NH:23][C@H:22]([C:25]([NH2:27])=[O:26])[CH2:21]1. (2) Given the product [CH3:9][C:3]1[CH:4]=[C:5]([CH3:8])[CH:6]=[CH:7][C:2]=1[C:11]1[CH:12]=[CH:13][CH:14]=[CH:15][C:10]=1[CH3:19], predict the reactants needed to synthesize it. The reactants are: Br[C:2]1[CH:7]=[CH:6][C:5]([CH3:8])=[CH:4][C:3]=1[CH3:9].[C:10]1([CH3:19])[CH:15]=[CH:14][CH:13]=[CH:12][C:11]=1B(O)O.P([O-])([O-])([O-])=O.[K+].[K+].[K+].C1(C)C=CC=CC=1. (3) Given the product [F:1][C:2]1[CH:7]=[CH:6][C:5]([C:8](=[O:10])[CH3:9])=[CH:4][C:3]=1[N+:11]([O-:13])=[O:12], predict the reactants needed to synthesize it. The reactants are: [F:1][C:2]1[CH:7]=[CH:6][C:5]([C:8](=[O:10])[CH3:9])=[CH:4][CH:3]=1.[N+:11]([O-])([OH:13])=[O:12]. (4) Given the product [CH:13]1[C:14]2[C:19](=[CH:18][CH:17]=[CH:16][CH:15]=2)[CH:20]=[CH:21][C:12]=1[C:10]([C:1]1[CH:2]=[CH:3][C:30]([OH:32])=[C:29]([CH3:28])[CH:6]=1)([C:3]1[CH:4]=[CH:5][C:6]([OH:7])=[C:1]([CH3:8])[CH:2]=1)[CH3:9], predict the reactants needed to synthesize it. The reactants are: [C:1]1([CH3:8])[C:6]([OH:7])=[CH:5][CH:4]=[CH:3][CH:2]=1.[CH3:9][C:10]([C:12]1[CH:21]=[CH:20][C:19]2[C:14](=[CH:15][CH:16]=[CH:17][CH:18]=2)[CH:13]=1)=O.S(=O)(=O)(O)O.S[CH2:28][CH2:29][C:30]([OH:32])=O. (5) Given the product [CH3:19][C:20]1([CH3:79])[C:28]2[C:23](=[C:24]([CH2:29][O:30][C@@H:31]3[C@@H:36]([C:37]4[CH:38]=[CH:39][C:40]([O:43][CH2:44][CH2:45][CH2:46][O:47][CH3:48])=[CH:41][CH:42]=4)[C@H:35]([OH:49])[CH2:34][N:33]([C:60]([O:62][CH2:63][C:64]4[CH:65]=[CH:66][CH:67]=[CH:68][CH:69]=4)=[O:61])[CH2:32]3)[CH:25]=[CH:26][CH:27]=2)[NH:22][C:21]1=[O:78], predict the reactants needed to synthesize it. The reactants are: [F-].C([N+](CCCC)(CCCC)CCCC)CCC.[CH3:19][C:20]1([CH3:79])[C:28]2[C:23](=[C:24]([CH2:29][O:30][C@@H:31]3[C@@H:36]([C:37]4[CH:42]=[CH:41][C:40]([O:43][CH2:44][CH2:45][CH2:46][O:47][CH3:48])=[CH:39][CH:38]=4)[C@H:35]([O:49][Si](C(C)C)(C(C)C)C(C)C)[CH2:34][N:33]([C:60]([O:62][CH2:63][C:64]4[CH:69]=[CH:68][CH:67]=[CH:66][CH:65]=4)=[O:61])[CH2:32]3)[CH:25]=[CH:26][CH:27]=2)[N:22](COCC[Si](C)(C)C)[C:21]1=[O:78]. (6) Given the product [CH2-:17][C:18]([CH3:20])=[O:19].[CH3:1][O:3][C:18]([O:19][CH3:15])([CH3:17])[CH3:20], predict the reactants needed to synthesize it. The reactants are: [C:1](=O)([O-:3])N.C1N=C(Cl)C2N=CN([C@@H:15]3[O:19][C@H:18]([CH2:20]O)[C@@H:17](O)[C@H]3O)C=2N=1. (7) The reactants are: [OH:1][CH2:2][CH2:3][CH2:4][O:5][C:6]1[CH:20]=[CH:19][C:9]([O:10][C@:11]([CH3:18])([CH2:16][CH3:17])[C:12]([O:14]C)=[O:13])=[CH:8][CH:7]=1.[Cl:21][C:22]1[CH:23]=[C:24]2[C:29](=[CH:30][C:31]=1O)[O:28][C:27]([CH3:34])([CH3:33])[CH2:26][CH2:25]2. Given the product [Cl:21][C:22]1[CH:23]=[C:24]2[C:29](=[CH:30][C:31]=1[O:1][CH2:2][CH2:3][CH2:4][O:5][C:6]1[CH:20]=[CH:19][C:9]([O:10][C@:11]([CH3:18])([CH2:16][CH3:17])[C:12]([OH:14])=[O:13])=[CH:8][CH:7]=1)[O:28][C:27]([CH3:34])([CH3:33])[CH2:26][CH2:25]2, predict the reactants needed to synthesize it.